This data is from Forward reaction prediction with 1.9M reactions from USPTO patents (1976-2016). The task is: Predict the product of the given reaction. (1) Given the reactants [CH3:1][C:2]1[CH2:7][CH2:6][CH:5]([CH2:8][OH:9])[CH2:4][CH:3]=1.[CH3:10][C:11]1[CH2:16][CH2:15][CH:14]([C:17](Cl)=[O:18])[CH2:13][CH:12]=1.CC(C=C)=C.C(O)C=C.C(Cl)(=O)C=C, predict the reaction product. The product is: [CH3:1][C:2]1[CH2:7][CH2:6][CH:5]([CH2:8][O:9][C:17]([CH:14]2[CH2:15][CH2:16][C:11]([CH3:10])=[CH:12][CH2:13]2)=[O:18])[CH2:4][CH:3]=1. (2) Given the reactants [C:1]([C:3]1[CH:8]=[CH:7][C:6]([CH:9]([OH:14])[CH2:10][CH2:11][CH2:12][OH:13])=[CH:5][CH:4]=1)#[CH:2].I[C:16]1[CH:41]=[CH:40][C:19]([C:20]([N:22]([CH3:39])[C@:23]([CH3:38])([C:28]([NH:30][O:31][CH:32]2[CH2:37][CH2:36][CH2:35][CH2:34][O:33]2)=[O:29])[C:24]([NH:26][CH3:27])=[O:25])=[O:21])=[CH:18][CH:17]=1.[Cl-].[NH4+].Cl, predict the reaction product. The product is: [OH:14][CH:9]([C:6]1[CH:7]=[CH:8][C:3]([C:1]#[C:2][C:16]2[CH:41]=[CH:40][C:19]([C:20]([N:22]([CH3:39])[C@:23]([CH3:38])([C:28]([NH:30][O:31][CH:32]3[CH2:37][CH2:36][CH2:35][CH2:34][O:33]3)=[O:29])[C:24]([NH:26][CH3:27])=[O:25])=[O:21])=[CH:18][CH:17]=2)=[CH:4][CH:5]=1)[CH2:10][CH2:11][CH2:12][OH:13]. (3) Given the reactants [N+:1]([C:4]1[CH:9]=[CH:8][C:7]([S:10][CH2:11][CH2:12][N:13]2[CH:17]=[N:16][CH:15]=[N:14]2)=[CH:6][CH:5]=1)([O-])=O.[Cl-].[Ca+2].[Cl-], predict the reaction product. The product is: [N:13]1([CH2:12][CH2:11][S:10][C:7]2[CH:8]=[CH:9][C:4]([NH2:1])=[CH:5][CH:6]=2)[CH:17]=[N:16][CH:15]=[N:14]1.